This data is from Peptide-MHC class II binding affinity with 134,281 pairs from IEDB. The task is: Regression. Given a peptide amino acid sequence and an MHC pseudo amino acid sequence, predict their binding affinity value. This is MHC class II binding data. (1) The peptide sequence is SQDLELSWQLNGLQAY. The MHC is HLA-DQA10101-DQB10501 with pseudo-sequence HLA-DQA10101-DQB10501. The binding affinity (normalized) is 0.612. (2) The peptide sequence is FLRIVQCRSVEGSCG. The MHC is DRB1_1501 with pseudo-sequence DRB1_1501. The binding affinity (normalized) is 0.378.